Dataset: NCI-60 drug combinations with 297,098 pairs across 59 cell lines. Task: Regression. Given two drug SMILES strings and cell line genomic features, predict the synergy score measuring deviation from expected non-interaction effect. (1) Drug 1: CN1CCC(CC1)COC2=C(C=C3C(=C2)N=CN=C3NC4=C(C=C(C=C4)Br)F)OC. Drug 2: C1CC(=O)NC(=O)C1N2C(=O)C3=CC=CC=C3C2=O. Cell line: M14. Synergy scores: CSS=5.94, Synergy_ZIP=2.58, Synergy_Bliss=9.85, Synergy_Loewe=6.65, Synergy_HSA=6.93. (2) Drug 1: CN(C)N=NC1=C(NC=N1)C(=O)N. Drug 2: CN1C(=O)N2C=NC(=C2N=N1)C(=O)N. Cell line: NCI-H460. Synergy scores: CSS=16.6, Synergy_ZIP=-5.82, Synergy_Bliss=-0.807, Synergy_Loewe=-1.32, Synergy_HSA=-0.241. (3) Drug 1: C1CCC(CC1)NC(=O)N(CCCl)N=O. Drug 2: C1CNP(=O)(OC1)N(CCCl)CCCl. Cell line: A498. Synergy scores: CSS=4.27, Synergy_ZIP=-2.25, Synergy_Bliss=-3.15, Synergy_Loewe=-6.48, Synergy_HSA=-6.30. (4) Drug 1: C1CN1P(=S)(N2CC2)N3CC3. Drug 2: CC=C1C(=O)NC(C(=O)OC2CC(=O)NC(C(=O)NC(CSSCCC=C2)C(=O)N1)C(C)C)C(C)C. Cell line: U251. Synergy scores: CSS=33.3, Synergy_ZIP=-4.12, Synergy_Bliss=-2.35, Synergy_Loewe=-26.7, Synergy_HSA=-2.57.